Task: Predict the product of the given reaction.. Dataset: Forward reaction prediction with 1.9M reactions from USPTO patents (1976-2016) Given the reactants Br[C:2]1[CH:11]=[CH:10][C:5]([C:6]([O:8][CH3:9])=[O:7])=[CH:4][C:3]=1[CH3:12].COC1C=C(OC)C=CC=1C1C=CC(C(O)=O)=CC=1C.[CH3:33][C:34]1[C:38](B2OC(C)(C)C(C)(C)O2)=[C:37]([CH3:48])[O:36][N:35]=1.C(=O)([O-])[O-].[K+].[K+], predict the reaction product. The product is: [CH3:33][C:34]1[C:38]([C:2]2[CH:11]=[CH:10][C:5]([C:6]([O:8][CH3:9])=[O:7])=[CH:4][C:3]=2[CH3:12])=[C:37]([CH3:48])[O:36][N:35]=1.